This data is from Full USPTO retrosynthesis dataset with 1.9M reactions from patents (1976-2016). The task is: Predict the reactants needed to synthesize the given product. (1) Given the product [CH3:1][CH2:2][N:3]([CH2:6][CH2:7][NH:8][C:9]([C:11]1[C:15]([CH3:16])=[C:14](/[CH:17]=[C:18]2/[C:19]3[CH:24]=[C:23]([F:25])[CH:22]=[CH:21][C:20]=3[NH:26][C:27]/2=[O:28])[NH:13][C:12]=1[CH3:29])=[O:10])[CH2:4][CH3:5].[C:34]([O-:10])(=[O:33])[CH3:36], predict the reactants needed to synthesize it. The reactants are: [CH3:1][CH2:2][N:3]([CH2:6][CH2:7][NH:8][C:9]([C:11]1[C:15]([CH3:16])=[C:14](/[CH:17]=[C:18]2/[C:19]3[CH:24]=[C:23]([F:25])[CH:22]=[CH:21][C:20]=3[NH:26][C:27]/2=[O:28])[NH:13][C:12]=1[CH3:29])=[O:10])[CH2:4][CH3:5].C([O:33][CH:34]([CH3:36])C)(C)C. (2) Given the product [F:37][C:32]1[CH:31]=[C:30]([C:28](=[O:29])[CH3:27])[CH:35]=[CH:34][C:33]=1[O:14][CH:11]1[CH2:12][CH2:13][N:9]([C:7](=[O:8])[C:6]2[CH:19]=[C:20]([S:23]([CH3:26])(=[O:25])=[O:24])[CH:21]=[CH:22][C:5]=2[O:4][CH:1]([CH3:3])[CH3:2])[CH2:10]1, predict the reactants needed to synthesize it. The reactants are: [CH:1]([O:4][C:5]1[CH:22]=[CH:21][C:20]([S:23]([CH3:26])(=[O:25])=[O:24])=[CH:19][C:6]=1[C:7]([N:9]1[CH2:13][CH2:12][CH:11]([O:14]S(C)(=O)=O)[CH2:10]1)=[O:8])([CH3:3])[CH3:2].[CH3:27][C:28]([C:30]1[CH:35]=[CH:34][C:33](O)=[C:32]([F:37])[CH:31]=1)=[O:29]. (3) Given the product [F:1][C:2]1[CH:7]=[CH:6][C:5]([O:8][C:16]2[CH:23]=[CH:22][C:19]([CH:20]=[O:21])=[CH:18][CH:17]=2)=[CH:4][CH:3]=1, predict the reactants needed to synthesize it. The reactants are: [F:1][C:2]1[CH:7]=[CH:6][C:5]([OH:8])=[CH:4][CH:3]=1.C(=O)([O-])[O-].[K+].[K+].F[C:16]1[CH:23]=[CH:22][C:19]([CH:20]=[O:21])=[CH:18][CH:17]=1. (4) Given the product [CH3:1][O:2][CH2:3][O:4][C:5]1[C:9]([CH2:10][OH:11])=[CH:8][N:7]([C:15]2[CH:20]=[CH:19][CH:18]=[CH:17][C:16]=2[CH3:21])[N:6]=1, predict the reactants needed to synthesize it. The reactants are: [CH3:1][O:2][CH2:3][O:4][C:5]1[C:9]([C:10](OCC)=[O:11])=[CH:8][N:7]([C:15]2[CH:20]=[CH:19][CH:18]=[CH:17][C:16]=2[CH3:21])[N:6]=1.[H-].[Al+3].[Li+].[H-].[H-].[H-].O.O.O.O.O.O.O.O.O.O.S([O-])([O-])(=O)=O.[Na+].[Na+]. (5) Given the product [NH2:32][C:13]1[N:14]=[C:15]([C:16]2[CH:21]=[C:20]([O:22][CH2:23][C:24]3[CH:29]=[CH:28][CH:27]=[CH:26][CH:25]=3)[C:19]([Cl:30])=[CH:18][C:17]=2[Cl:31])[C:10]2[CH:9]=[C:8]([C:6]([OH:7])=[O:5])[S:33][C:11]=2[N:12]=1, predict the reactants needed to synthesize it. The reactants are: [OH-].[Na+].C([O:5][C:6]([C:8]1[S:33][C:11]2[N:12]=[C:13]([NH2:32])[N:14]=[C:15]([C:16]3[CH:21]=[C:20]([O:22][CH2:23][C:24]4[CH:29]=[CH:28][CH:27]=[CH:26][CH:25]=4)[C:19]([Cl:30])=[CH:18][C:17]=3[Cl:31])[C:10]=2[CH:9]=1)=[O:7])C.C(O)C. (6) The reactants are: [CH2:1]([N:3]1[C:7](=[NH:8])/[C:6](=[CH:9]/[C:10]2[CH:15]=[CH:14][C:13]([OH:16])=[C:12]([O:17][CH3:18])[CH:11]=2)/[NH:5][C:4]1=[O:19])[CH3:2].F[C:21]1[C:30]2[C:25](=[CH:26][CH:27]=[CH:28][CH:29]=2)[C:24]([C:31]#[N:32])=[CH:23][CH:22]=1.C(=O)([O-])[O-].[Li+].[Li+].O. Given the product [CH2:1]([N:3]1[C:7](=[NH:8])/[C:6](=[CH:9]/[C:10]2[CH:15]=[CH:14][C:13]([O:16][C:21]3[C:30]4[C:25](=[CH:26][CH:27]=[CH:28][CH:29]=4)[C:24]([C:31]#[N:32])=[CH:23][CH:22]=3)=[C:12]([O:17][CH3:18])[CH:11]=2)/[NH:5][C:4]1=[O:19])[CH3:2], predict the reactants needed to synthesize it.